Dataset: Reaction yield outcomes from USPTO patents with 853,638 reactions. Task: Predict the reaction yield, written as a fraction of the theoretical maximum amount of product (1.0 means a 100% yield; for example, 0.34 means a 34% yield). (1) The reactants are Br[CH2:2][CH2:3][CH2:4][C:5]([NH:7][C:8]1[C:9]([S:17][CH3:18])=[N:10][C:11]([CH3:16])=[CH:12][C:13]=1[S:14][CH3:15])=[O:6].[SH:19][C:20]1[O:21][C:22]2[CH:28]=[CH:27][CH:26]=[CH:25][C:23]=2[N:24]=1.C1OCCOCCOCCOCCOCCOC1.C(=O)([O-])[O-].[K+].[K+]. The catalyst is O.CN(C=O)C. The product is [O:21]1[C:22]2[CH:28]=[CH:27][CH:26]=[CH:25][C:23]=2[N:24]=[C:20]1[S:19][CH2:2][CH2:3][CH2:4][C:5]([NH:7][C:8]1[C:9]([S:17][CH3:18])=[N:10][C:11]([CH3:16])=[CH:12][C:13]=1[S:14][CH3:15])=[O:6]. The yield is 0.530. (2) The reactants are [O:1]=[C:2]([CH2:9][CH3:10])[CH2:3][C:4]([O:6][CH2:7][CH3:8])=[O:5].[Br:11]Br. The catalyst is O. The product is [Br:11][CH:3]([C:2](=[O:1])[CH2:9][CH3:10])[C:4]([O:6][CH2:7][CH3:8])=[O:5]. The yield is 0.940. (3) The reactants are [NH2:1][C:2]1[CH:9]=[CH:8][C:5]([C:6]#[N:7])=[C:4]([O:10][CH2:11][CH2:12][CH2:13][CH2:14][NH2:15])[CH:3]=1.C(O)(C(F)(F)F)=O.[Cl:23][C:24]1[N:25]=[C:26](Cl)[C:27]2[CH2:33][N:32]([CH3:34])[CH2:31][CH:30]([C:35]3[CH:40]=[CH:39][C:38]([F:41])=[CH:37][CH:36]=3)[C:28]=2[N:29]=1.CCN(C(C)C)C(C)C. The catalyst is C(#N)C. The product is [NH2:1][C:2]1[CH:9]=[CH:8][C:5]([C:6]#[N:7])=[C:4]([O:10][CH2:11][CH2:12][CH2:13][CH2:14][NH:15][C:26]2[C:27]3[CH2:33][N:32]([CH3:34])[CH2:31][CH:30]([C:35]4[CH:40]=[CH:39][C:38]([F:41])=[CH:37][CH:36]=4)[C:28]=3[N:29]=[C:24]([Cl:23])[N:25]=2)[CH:3]=1. The yield is 0.157. (4) The reactants are [Cl:1][C:2]1[CH:3]=[C:4]([C@H:9]([N:12]2C(=O)C3C(=CC=CC=3)C2=O)[CH2:10][CH3:11])[CH:5]=[CH:6][C:7]=1[Cl:8].C1COCC1.CO.O.NN. The catalyst is C1COCC1. The product is [Cl:1][C:2]1[CH:3]=[C:4]([C@H:9]([NH2:12])[CH2:10][CH3:11])[CH:5]=[CH:6][C:7]=1[Cl:8]. The yield is 0.890. (5) The reactants are Cl[C:2]1[C:7]([CH:8]=[CH:9][C:10]([NH:12][CH2:13][C:14]2[CH:19]=[CH:18][C:17]([NH:20][S:21]([CH3:24])(=[O:23])=[O:22])=[C:16]([F:25])[CH:15]=2)=[O:11])=[CH:6][CH:5]=[C:4]([C:26]([F:29])([F:28])[F:27])[N:3]=1.[O:30]([CH3:32])[Na]. The catalyst is CO. The product is [F:25][C:16]1[CH:15]=[C:14]([CH:19]=[CH:18][C:17]=1[NH:20][S:21]([CH3:24])(=[O:23])=[O:22])[CH2:13][NH:12][C:10](=[O:11])[CH:9]=[CH:8][C:7]1[C:2]([O:30][CH3:32])=[N:3][C:4]([C:26]([F:29])([F:28])[F:27])=[CH:5][CH:6]=1. The yield is 0.980. (6) No catalyst specified. The reactants are CO[C:3](=[O:25])[C:4]1[CH:9]=[CH:8][C:7]([O:10][CH2:11][C:12]2[C:13]([C:18]3[CH:23]=[CH:22][CH:21]=[C:20]([F:24])[CH:19]=3)=[N:14][O:15][C:16]=2[CH3:17])=[N:6][CH:5]=1.[NH:26]1[CH2:31][CH2:30][O:29][CH2:28][CH2:27]1. The product is [F:24][C:20]1[CH:19]=[C:18]([C:13]2[C:12]([CH2:11][O:10][C:7]3[N:6]=[CH:5][C:4]([C:3]([N:26]4[CH2:31][CH2:30][O:29][CH2:28][CH2:27]4)=[O:25])=[CH:9][CH:8]=3)=[C:16]([CH3:17])[O:15][N:14]=2)[CH:23]=[CH:22][CH:21]=1. The yield is 0.500. (7) The reactants are [Cl:1][C:2]1[CH:3]=[C:4]([CH:8]=[CH:9][C:10]=1[O:11][CH3:12])[C:5]([OH:7])=[O:6].O[NH:14][C:15]([C:17]1[CH:18]=[C:19]2[C:23](=[CH:24][CH:25]=1)[NH:22][CH:21]=[CH:20]2)=[NH:16].C1CN([P+](Br)(N2CCCC2)N2CCCC2)CC1.F[P-](F)(F)(F)(F)F.CCN(C(C)C)C(C)C. The catalyst is C1COCC1.CCOC(C)=O. The product is [Cl:1][C:2]1[CH:3]=[C:4]([CH:8]=[CH:9][C:10]=1[O:11][CH3:12])[C:5]([O:7][NH:16][C:15]([C:17]1[CH:18]=[C:19]2[C:23](=[CH:24][CH:25]=1)[NH:22][CH:21]=[CH:20]2)=[NH:14])=[O:6]. The yield is 0.930. (8) The reactants are C1C=CC(P(C2C=CC=CC=2)C2C=CC=CC=2)=CC=1.CCN(CC)CC.C(Cl)(Cl)(Cl)Cl.[NH:32]=[C:33]([NH:35][NH:36][C:37]([C:39]1[C:44]([NH:45][C:46]2[CH:51]=[CH:50][C:49]([Br:52])=[CH:48][C:47]=2[F:53])=[C:43]([F:54])[C:42](=[O:55])[N:41]([CH3:56])[CH:40]=1)=O)[CH3:34]. The catalyst is C(Cl)Cl.C(OCC)(=O)C. The product is [Br:52][C:49]1[CH:50]=[CH:51][C:46]([NH:45][C:44]2[C:39]([C:37]3[NH:32][C:33]([CH3:34])=[N:35][N:36]=3)=[CH:40][N:41]([CH3:56])[C:42](=[O:55])[C:43]=2[F:54])=[C:47]([F:53])[CH:48]=1. The yield is 0.500.